Dataset: Peptide-MHC class I binding affinity with 185,985 pairs from IEDB/IMGT. Task: Regression. Given a peptide amino acid sequence and an MHC pseudo amino acid sequence, predict their binding affinity value. This is MHC class I binding data. (1) The peptide sequence is DISEMGANF. The MHC is HLA-A26:01 with pseudo-sequence HLA-A26:01. The binding affinity (normalized) is 0.219. (2) The peptide sequence is SVKGRFTIS. The MHC is HLA-B27:05 with pseudo-sequence HLA-B27:05. The binding affinity (normalized) is 0.148. (3) The peptide sequence is KFQPESPAR. The MHC is HLA-A31:01 with pseudo-sequence HLA-A31:01. The binding affinity (normalized) is 0.615. (4) The peptide sequence is ITPTIEDDK. The MHC is HLA-A31:01 with pseudo-sequence HLA-A31:01. The binding affinity (normalized) is 0. (5) The MHC is HLA-B40:01 with pseudo-sequence HLA-B40:01. The peptide sequence is IEDLIFLARSA. The binding affinity (normalized) is 0.170.